Dataset: Full USPTO retrosynthesis dataset with 1.9M reactions from patents (1976-2016). Task: Predict the reactants needed to synthesize the given product. Given the product [CH:17]([N:20]1[CH2:25][CH2:24][CH:23]([O:1][C:2]2[CH:10]=[CH:9][C:8]3[N:7]4[C@H:11]([CH3:16])[CH2:12][NH:13][C:14](=[O:15])[C:6]4=[CH:5][C:4]=3[CH:3]=2)[CH2:22][CH2:21]1)([CH3:19])[CH3:18], predict the reactants needed to synthesize it. The reactants are: [OH:1][C:2]1[CH:10]=[CH:9][C:8]2[N:7]3[C@H:11]([CH3:16])[CH2:12][NH:13][C:14](=[O:15])[C:6]3=[CH:5][C:4]=2[CH:3]=1.[CH:17]([N:20]1[CH2:25][CH2:24][CH:23](O)[CH2:22][CH2:21]1)([CH3:19])[CH3:18].C(P(CCCC)CCCC)CCC.N(C(N1CCCCC1)=O)=NC(N1CCCCC1)=O.